Task: Predict the reactants needed to synthesize the given product.. Dataset: Full USPTO retrosynthesis dataset with 1.9M reactions from patents (1976-2016) (1) Given the product [N:1]1([C:6]2[CH:7]=[C:8]([CH:9]=[CH:10][CH:11]=2)[CH:12]=[O:13])[CH:5]=[CH:4][N:3]=[N:2]1, predict the reactants needed to synthesize it. The reactants are: [N:1]1([C:6]2[CH:7]=[C:8]([CH2:12][OH:13])[CH:9]=[CH:10][CH:11]=2)[CH:5]=[CH:4][N:3]=[N:2]1. (2) Given the product [CH2:16]([Si:15]([C:13]#[C:14][C:2]1[CH:7]=[CH:6][CH:5]=[CH:4][C:3]=1[CH:8]([CH3:12])[C:9]([NH2:11])=[O:10])([CH2:20][CH3:21])[CH2:18][CH3:19])[CH3:17], predict the reactants needed to synthesize it. The reactants are: I[C:2]1[CH:7]=[CH:6][CH:5]=[CH:4][C:3]=1[CH:8]([CH3:12])[C:9]([NH2:11])=[O:10].[C:13]([Si:15]([CH2:20][CH3:21])([CH2:18][CH3:19])[CH2:16][CH3:17])#[CH:14].F[B-](F)(F)F.C([PH+](C(C)(C)C)C(C)(C)C)(C)(C)C. (3) Given the product [CH3:8][C:9]1[CH:17]=[CH:16][CH:15]=[C:14]([CH3:18])[C:10]=1[C:11]([O:43]/[N:42]=[C:40](\[NH2:41])/[C:39]1[CH:44]=[CH:45][CH:46]=[CH:47][C:38]=1[O:37][CH2:36][C:35]1[CH:34]=[CH:33][C:32]([F:31])=[CH:49][CH:48]=1)=[O:12], predict the reactants needed to synthesize it. The reactants are: C(N(CC)CC)C.[CH3:8][C:9]1[CH:17]=[CH:16][CH:15]=[C:14]([CH3:18])[C:10]=1[C:11](Cl)=[O:12].CC1C=C(C)C=C(C)C=1C(Cl)=O.[F:31][C:32]1[CH:49]=[CH:48][C:35]([CH2:36][O:37][C:38]2[CH:47]=[CH:46][CH:45]=[CH:44][C:39]=2/[C:40](=[N:42]/[OH:43])/[NH2:41])=[CH:34][CH:33]=1. (4) Given the product [N:1]1[CH:2]=[N:3][N:4]2[CH:9]=[C:8]([C:10]3[N:11]=[C:12]([CH2:22][NH:29][C:28]4[CH:30]=[CH:31][CH:32]=[C:26]([CH:24]=[CH2:25])[CH:27]=4)[NH:13][C:14]=3[C:15]3[CH:20]=[CH:19][CH:18]=[C:17]([CH3:21])[N:16]=3)[CH:7]=[CH:6][C:5]=12, predict the reactants needed to synthesize it. The reactants are: [N:1]1[CH:2]=[N:3][N:4]2[CH:9]=[C:8]([C:10]3[N:11]=[C:12]([CH:22]=O)[NH:13][C:14]=3[C:15]3[CH:20]=[CH:19][CH:18]=[C:17]([CH3:21])[N:16]=3)[CH:7]=[CH:6][C:5]=12.[CH:24]([C:26]1[CH:27]=[C:28]([CH:30]=[CH:31][CH:32]=1)[NH2:29])=[CH2:25].CC(O)=O.[BH-](OC(C)=O)(OC(C)=O)OC(C)=O.[Na+].C([O-])([O-])=O.[K+].[K+]. (5) Given the product [CH2:22]([O:21][CH:4]([O:3][CH2:1][CH3:2])[C:5]1[O:13][C:12]2[C:11]([C:14]3[CH:19]=[CH:18][CH:17]=[C:16]([O:20][C:25]4[CH:30]=[CH:29][N:28]=[CH:27][CH:26]=4)[CH:15]=3)=[CH:10][N:9]=[CH:8][C:7]=2[CH:6]=1)[CH3:23], predict the reactants needed to synthesize it. The reactants are: [CH2:1]([O:3][CH:4]([O:21][CH2:22][CH3:23])[C:5]1[O:13][C:12]2[C:11]([C:14]3[CH:15]=[C:16]([OH:20])[CH:17]=[CH:18][CH:19]=3)=[CH:10][N:9]=[CH:8][C:7]=2[CH:6]=1)[CH3:2].Br[C:25]1[CH:30]=[CH:29][N:28]=[CH:27][CH:26]=1.C(=O)([O-])[O-].[Cs+].[Cs+].[I-].[K+].